From a dataset of NCI-60 drug combinations with 297,098 pairs across 59 cell lines. Regression. Given two drug SMILES strings and cell line genomic features, predict the synergy score measuring deviation from expected non-interaction effect. (1) Drug 1: CC1=C(N=C(N=C1N)C(CC(=O)N)NCC(C(=O)N)N)C(=O)NC(C(C2=CN=CN2)OC3C(C(C(C(O3)CO)O)O)OC4C(C(C(C(O4)CO)O)OC(=O)N)O)C(=O)NC(C)C(C(C)C(=O)NC(C(C)O)C(=O)NCCC5=NC(=CS5)C6=NC(=CS6)C(=O)NCCC[S+](C)C)O. Drug 2: CC(C)CN1C=NC2=C1C3=CC=CC=C3N=C2N. Cell line: HL-60(TB). Synergy scores: CSS=8.07, Synergy_ZIP=-1.77, Synergy_Bliss=1.62, Synergy_Loewe=0.862, Synergy_HSA=0.862. (2) Synergy scores: CSS=14.9, Synergy_ZIP=-0.919, Synergy_Bliss=1.91, Synergy_Loewe=-15.5, Synergy_HSA=0.925. Drug 1: C1=CC(=CC=C1CCC2=CNC3=C2C(=O)NC(=N3)N)C(=O)NC(CCC(=O)O)C(=O)O. Drug 2: CC1=C(C(CCC1)(C)C)C=CC(=CC=CC(=CC(=O)O)C)C. Cell line: SK-MEL-2. (3) Drug 1: C1C(C(OC1N2C=NC3=C(N=C(N=C32)Cl)N)CO)O. Drug 2: CCCCC(=O)OCC(=O)C1(CC(C2=C(C1)C(=C3C(=C2O)C(=O)C4=C(C3=O)C=CC=C4OC)O)OC5CC(C(C(O5)C)O)NC(=O)C(F)(F)F)O. Cell line: 786-0. Synergy scores: CSS=31.7, Synergy_ZIP=-1.42, Synergy_Bliss=-0.259, Synergy_Loewe=-0.806, Synergy_HSA=-0.345. (4) Drug 1: CN1C(=O)N2C=NC(=C2N=N1)C(=O)N. Drug 2: C1CC(=O)NC(=O)C1N2C(=O)C3=CC=CC=C3C2=O. Cell line: CCRF-CEM. Synergy scores: CSS=6.32, Synergy_ZIP=-2.92, Synergy_Bliss=-0.636, Synergy_Loewe=0.184, Synergy_HSA=-2.41. (5) Drug 1: C1CC(C1)(C(=O)O)C(=O)O.[NH2-].[NH2-].[Pt+2]. Drug 2: CC12CCC3C(C1CCC2OP(=O)(O)O)CCC4=C3C=CC(=C4)OC(=O)N(CCCl)CCCl.[Na+]. Cell line: OVCAR-8. Synergy scores: CSS=13.5, Synergy_ZIP=-3.51, Synergy_Bliss=-0.575, Synergy_Loewe=0.115, Synergy_HSA=0.805. (6) Drug 1: CC(C)CN1C=NC2=C1C3=CC=CC=C3N=C2N. Drug 2: CC1C(C(CC(O1)OC2CC(CC3=C2C(=C4C(=C3O)C(=O)C5=CC=CC=C5C4=O)O)(C(=O)C)O)N)O. Cell line: LOX IMVI. Synergy scores: CSS=46.5, Synergy_ZIP=0.299, Synergy_Bliss=0.0823, Synergy_Loewe=-14.4, Synergy_HSA=1.72. (7) Drug 2: CCC1(C2=C(COC1=O)C(=O)N3CC4=CC5=C(C=CC(=C5CN(C)C)O)N=C4C3=C2)O.Cl. Drug 1: CC1C(C(CC(O1)OC2CC(OC(C2O)C)OC3=CC4=CC5=C(C(=O)C(C(C5)C(C(=O)C(C(C)O)O)OC)OC6CC(C(C(O6)C)O)OC7CC(C(C(O7)C)O)OC8CC(C(C(O8)C)O)(C)O)C(=C4C(=C3C)O)O)O)O. Cell line: SK-OV-3. Synergy scores: CSS=52.2, Synergy_ZIP=0.845, Synergy_Bliss=1.83, Synergy_Loewe=2.04, Synergy_HSA=4.21.